From a dataset of Full USPTO retrosynthesis dataset with 1.9M reactions from patents (1976-2016). Predict the reactants needed to synthesize the given product. Given the product [C:28]1([CH:7]([C:1]2[CH:2]=[CH:3][CH:4]=[CH:5][CH:6]=2)[N:8]2[C:16]3[C:11](=[CH:12][CH:13]=[CH:14][CH:15]=3)[C:10]3([C:17]4[CH:22]=[C:21]([O:23][CH3:24])[C:20]([F:25])=[CH:19][C:18]=4[O:26][CH2:35]3)[C:9]2=[O:27])[CH:33]=[CH:32][CH:31]=[CH:30][CH:29]=1, predict the reactants needed to synthesize it. The reactants are: [C:1]1([CH:7]([C:28]2[CH:33]=[CH:32][CH:31]=[CH:30][CH:29]=2)[N:8]2[C:16]3[C:11](=[CH:12][CH:13]=[CH:14][CH:15]=3)[CH:10]([C:17]3[CH:22]=[C:21]([O:23][CH3:24])[C:20]([F:25])=[CH:19][C:18]=3[OH:26])[C:9]2=[O:27])[CH:6]=[CH:5][CH:4]=[CH:3][CH:2]=1.Cl[CH2:35]I.C(=O)([O-])[O-].[Cs+].[Cs+].